Dataset: Full USPTO retrosynthesis dataset with 1.9M reactions from patents (1976-2016). Task: Predict the reactants needed to synthesize the given product. (1) Given the product [CH3:1][O:2][C:3]1[CH:4]=[C:5]2[CH2:14][CH:13]([CH2:15][CH:16]3[CH2:17][CH2:18][N:19]([CH2:22][C:23]4[CH:28]=[CH:27][CH:26]=[CH:25][CH:24]=4)[CH2:20][CH2:21]3)[C:11](=[O:12])[C:6]2=[CH:7][C:8]=1[O:9][CH3:10].[C:29]([O-:36])(=[O:35])/[CH:30]=[CH:31]/[C:32]([O-:34])=[O:33], predict the reactants needed to synthesize it. The reactants are: [CH3:1][O:2][C:3]1[CH:4]=[C:5]2[CH2:14][CH:13]([CH2:15][CH:16]3[CH2:21][CH2:20][N:19]([CH2:22][C:23]4[CH:24]=[CH:25][CH:26]=[CH:27][CH:28]=4)[CH2:18][CH2:17]3)[C:11](=[O:12])[C:6]2=[CH:7][C:8]=1[O:9][CH3:10].[C:29]([OH:36])(=[O:35])/[CH:30]=[CH:31]/[C:32]([OH:34])=[O:33].C. (2) Given the product [NH2:21][C:17]1[C:16]2[N:22]=[C:13]([S:12][C:4]3[C:3]([O:2][CH3:1])=[CH:11][C:7]4[O:8][CH2:9][O:10][C:6]=4[CH:5]=3)[N:14]([CH2:24][CH2:25][NH:26][C:27](=[O:33])[O:28][C:29]([CH3:32])([CH3:31])[CH3:30])[C:15]=2[CH:20]=[CH:19][N:18]=1, predict the reactants needed to synthesize it. The reactants are: [CH3:1][O:2][C:3]1[C:4]([S:12][C:13]2[NH:14][C:15]3[CH:20]=[CH:19][N:18]=[C:17]([NH2:21])[C:16]=3[N:22]=2)=[CH:5][C:6]2[O:10][CH2:9][O:8][C:7]=2[CH:11]=1.Br[CH2:24][CH2:25][NH:26][C:27](=[O:33])[O:28][C:29]([CH3:32])([CH3:31])[CH3:30].C([O-])([O-])=O.[Cs+].[Cs+].NC1C2N=C(SC3C(SC)=CC4OCOC=4C=3)N(CCNC(=O)OC(C)(C)C)C=2C=CN=1. (3) The reactants are: [CH3:1][O:2][C:3]1[CH:8]=[C:7]([C:9]([F:12])([F:11])[F:10])[CH:6]=[CH:5][C:4]=1B(O)O.[CH2:16]([S:23][C:24]1[CH:33]=[C:32]2[C:27]([C:28](Cl)=[N:29][CH:30]=[N:31]2)=[CH:26][CH:25]=1)[C:17]1[CH:22]=[CH:21][CH:20]=[CH:19][CH:18]=1.P([O-])([O-])([O-])=O.[K+].[K+].[K+]. Given the product [CH2:16]([S:23][C:24]1[CH:33]=[C:32]2[C:27]([C:28]([C:4]3[CH:5]=[CH:6][C:7]([C:9]([F:12])([F:11])[F:10])=[CH:8][C:3]=3[O:2][CH3:1])=[N:29][CH:30]=[N:31]2)=[CH:26][CH:25]=1)[C:17]1[CH:18]=[CH:19][CH:20]=[CH:21][CH:22]=1, predict the reactants needed to synthesize it. (4) Given the product [CH:11]1([N:8]2[C:9]3[CH:10]=[C:2]([C:34]4[CH2:33][C:32]([CH3:46])([CH3:45])[NH:31][C:30]([CH3:47])([CH3:29])[CH:35]=4)[CH:3]=[C:4]([C:16]([NH:18][CH2:19][C:20]4[C:21](=[O:28])[NH:22][C:23]([CH3:27])=[CH:24][C:25]=4[CH3:26])=[O:17])[C:5]=3[CH:6]=[N:7]2)[CH2:15][CH2:14][CH2:13][CH2:12]1, predict the reactants needed to synthesize it. The reactants are: Br[C:2]1[CH:3]=[C:4]([C:16]([NH:18][CH2:19][C:20]2[C:21](=[O:28])[NH:22][C:23]([CH3:27])=[CH:24][C:25]=2[CH3:26])=[O:17])[C:5]2[CH:6]=[N:7][N:8]([CH:11]3[CH2:15][CH2:14][CH2:13][CH2:12]3)[C:9]=2[CH:10]=1.[CH3:29][C:30]1([CH3:47])[CH2:35][C:34](B2OC(C)(C)C(C)(C)O2)=[CH:33][C:32]([CH3:46])([CH3:45])[NH:31]1.C([O-])([O-])=O.[Na+].[Na+].